This data is from Reaction yield outcomes from USPTO patents with 853,638 reactions. The task is: Predict the reaction yield, written as a fraction of the theoretical maximum amount of product (1.0 means a 100% yield; for example, 0.34 means a 34% yield). The reactants are CC(C)=[O:3].OS(O)(=O)=O.O=[Cr](=O)=O.[OH:14][CH2:15][C:16]([C:19]1[CH:23]=[C:22]([NH:24][C:25](=[O:38])[C:26]([CH3:37])([S:28]([CH:31]2[CH2:36][CH2:35][O:34][CH2:33][CH2:32]2)(=[O:30])=[O:29])[CH3:27])[O:21][N:20]=1)([CH3:18])[CH3:17]. The catalyst is CC(C)=O.ClCCl. The product is [CH3:17][C:16]([C:19]1[CH:23]=[C:22]([NH:24][C:25](=[O:38])[C:26]([CH3:37])([S:28]([CH:31]2[CH2:32][CH2:33][O:34][CH2:35][CH2:36]2)(=[O:30])=[O:29])[CH3:27])[O:21][N:20]=1)([CH3:18])[C:15]([OH:3])=[O:14]. The yield is 0.640.